This data is from Full USPTO retrosynthesis dataset with 1.9M reactions from patents (1976-2016). The task is: Predict the reactants needed to synthesize the given product. (1) Given the product [CH:1]([C:4]1[CH:12]=[CH:11][C:7]([C:8]2[O:9][CH:14]=[C:15]([C:17]3[CH:18]=[C:19]([CH:24]=[CH:25][CH:26]=3)[C:20]([O:22][CH3:23])=[O:21])[N:10]=2)=[CH:6][CH:5]=1)([CH3:3])[CH3:2], predict the reactants needed to synthesize it. The reactants are: [CH:1]([C:4]1[CH:12]=[CH:11][C:7]([C:8]([NH2:10])=[O:9])=[CH:6][CH:5]=1)([CH3:3])[CH3:2].Br[CH2:14][C:15]([C:17]1[CH:18]=[C:19]([CH:24]=[CH:25][CH:26]=1)[C:20]([O:22][CH3:23])=[O:21])=O.O. (2) Given the product [Cl:1][C:2]1[CH:7]=[C:6]([Cl:8])[CH:5]=[CH:4][C:3]=1[C:9]1[N:10]=[C:11](/[CH:16]=[CH:17]/[C:18]2[CH:23]=[CH:22][C:21]([C:24]3[CH:25]=[CH:26][C:27]([O:30][CH2:32][CH2:33][CH2:34][CH2:35][C:36]([OH:38])=[O:37])=[CH:28][CH:29]=3)=[CH:20][CH:19]=2)[N:12]([CH2:14][CH3:15])[CH:13]=1, predict the reactants needed to synthesize it. The reactants are: [Cl:1][C:2]1[CH:7]=[C:6]([Cl:8])[CH:5]=[CH:4][C:3]=1[C:9]1[N:10]=[C:11](/[CH:16]=[CH:17]/[C:18]2[CH:23]=[CH:22][C:21]([C:24]3[CH:29]=[CH:28][C:27]([OH:30])=[CH:26][CH:25]=3)=[CH:20][CH:19]=2)[N:12]([CH2:14][CH3:15])[CH:13]=1.Br[CH2:32][CH2:33][CH2:34][CH2:35][C:36]([O:38]C)=[O:37]. (3) The reactants are: Br[C:2]1[CH:3]=[C:4]2[C:8](=[CH:9][CH:10]=1)[NH:7][N:6]=[C:5]2[Cl:11].[CH2:12]([O:14][C:15](=[O:24])[CH:16]=[CH:17][C:18]1[CH:19]=[N:20][CH:21]=[CH:22][CH:23]=1)[CH3:13].C(OC(=O)C=C(C1C=CC=C2C=1C(C#N)=CN2)C1C=CC=CC=1)C. Given the product [CH2:12]([O:14][C:15](=[O:24])[CH:16]=[C:17]([C:2]1[CH:3]=[C:4]2[C:8](=[CH:9][CH:10]=1)[NH:7][N:6]=[C:5]2[Cl:11])[C:18]1[CH:19]=[N:20][CH:21]=[CH:22][CH:23]=1)[CH3:13], predict the reactants needed to synthesize it. (4) Given the product [F:2][C:3]1[CH:8]=[CH:7][CH:6]=[CH:5][C:4]=1[NH:9][C:10]1[O:14][C:13]([C:15]([NH:17][C:18]2[CH:19]=[CH:20][C:21]([CH:24]3[CH2:29][CH2:28][CH:27]([CH2:30][CH2:31][OH:32])[CH2:26][CH2:25]3)=[CH:22][CH:23]=2)=[O:16])=[N:12][N:11]=1, predict the reactants needed to synthesize it. The reactants are: B.[F:2][C:3]1[CH:8]=[CH:7][CH:6]=[CH:5][C:4]=1[NH:9][C:10]1[O:14][C:13]([C:15]([NH:17][C:18]2[CH:23]=[CH:22][C:21]([CH:24]3[CH2:29][CH2:28][CH:27]([CH2:30][C:31](O)=[O:32])[CH2:26][CH2:25]3)=[CH:20][CH:19]=2)=[O:16])=[N:12][N:11]=1. (5) Given the product [NH2:14][C@@H:15]([CH2:16][C:17]1[CH:22]=[CH:21][C:20]([O:23][CH2:24][C:25](=[O:27])[CH3:26])=[CH:19][CH:18]=1)[C:28]([NH2:29])=[O:30], predict the reactants needed to synthesize it. The reactants are: FC(F)(F)C(O)=O.C(OC(=O)[NH:14][C@H:15]([C:28](=[O:30])[NH2:29])[CH2:16][C:17]1[CH:22]=[CH:21][C:20]([O:23][CH2:24][C:25](=[O:27])[CH3:26])=[CH:19][CH:18]=1)(C)(C)C.